This data is from Reaction yield outcomes from USPTO patents with 853,638 reactions. The task is: Predict the reaction yield, written as a fraction of the theoretical maximum amount of product (1.0 means a 100% yield; for example, 0.34 means a 34% yield). (1) The reactants are FC(F)(F)C(O)=O.C(O[C:13]([N:15]1[CH2:36][CH2:35][C:18]2[N:19]=[C:20]([NH:23][C:24](=[O:34])[C:25]3[CH:30]=[CH:29][CH:28]=[CH:27][C:26]=3[O:31][CH2:32][CH3:33])[N:21]=[CH:22][C:17]=2[CH2:16]1)=[O:14])(C)(C)C.CCN(C(C)C)C(C)C.[Cl:46][C:47]1[CH:51]=[CH:50][S:49][C:48]=1C(O)=O.CCN=C=NCCCN(C)C.C1C=NC2N(O)N=NC=2C=1. The catalyst is C(Cl)Cl. The product is [Cl:46][C:47]1[CH:51]=[CH:50][S:49][C:48]=1[C:13]([N:15]1[CH2:36][CH2:35][C:18]2[N:19]=[C:20]([NH:23][C:24](=[O:34])[C:25]3[CH:30]=[CH:29][CH:28]=[CH:27][C:26]=3[O:31][CH2:32][CH3:33])[N:21]=[CH:22][C:17]=2[CH2:16]1)=[O:14]. The yield is 0.510. (2) The reactants are [CH:1]1([NH:4][S:5]([C:8]2[C:13]([Cl:14])=[CH:12][CH:11]=[C:10]([N+:15]([O-:17])=[O:16])[C:9]=2Cl)(=[O:7])=[O:6])[CH2:3][CH2:2]1.[H-].[Na+].[OH2:21]. No catalyst specified. The product is [CH:1]1([NH:4][S:5]([C:8]2[C:13]([Cl:14])=[CH:12][CH:11]=[C:10]([N+:15]([O-:17])=[O:16])[C:9]=2[OH:21])(=[O:7])=[O:6])[CH2:3][CH2:2]1. The yield is 0.680. (3) The catalyst is C(Cl)Cl.CCOC(C)=O. The yield is 0.750. The reactants are [NH2:1][C@@H:2]([C@H:5]([CH3:11])[CH2:6][C:7]([F:10])([F:9])[F:8])[CH2:3][OH:4].C(N(CC)CC)C.[Cl:19][C:20]1[S:24][C:23]([S:25](Cl)(=[O:27])=[O:26])=[CH:22][CH:21]=1. The product is [Cl:19][C:20]1[S:24][C:23]([S:25]([NH:1][C@H:2]([CH2:3][OH:4])[C@H:5]([CH3:11])[CH2:6][C:7]([F:8])([F:9])[F:10])(=[O:27])=[O:26])=[CH:22][CH:21]=1. (4) The reactants are [NH2:1][CH2:2][CH2:3][N:4]1[CH2:9][CH2:8][N:7]([CH2:10][CH2:11][OH:12])[CH2:6][CH2:5]1.[CH:13]([C:16]1[CH:21]=[CH:20][CH:19]=[C:18]([CH:22]([CH3:24])[CH3:23])[C:17]=1[N:25]=[C:26]=[O:27])([CH3:15])[CH3:14]. The catalyst is C(Cl)(Cl)Cl. The product is [OH:12][CH2:11][CH2:10][N:7]1[CH2:8][CH2:9][N:4]([CH2:3][CH2:2][NH:1][C:26]([NH:25][C:17]2[C:16]([CH:13]([CH3:14])[CH3:15])=[CH:21][CH:20]=[CH:19][C:18]=2[CH:22]([CH3:24])[CH3:23])=[O:27])[CH2:5][CH2:6]1. The yield is 0.540. (5) The reactants are [NH:1]1[C:9]2[C:4](=[CH:5][CH:6]=[CH:7][CH:8]=2)[CH2:3][C:2]1=[O:10].[CH2:11]([N:13]([CH2:28][CH3:29])[CH2:14][CH2:15][NH:16][C:17]([C:19]1[C:23]([CH3:24])=[C:22]([CH:25]=O)[NH:21][C:20]=1[CH3:27])=[O:18])[CH3:12]. The catalyst is N1CCCCC1.C(O)C. The product is [CH2:28]([N:13]([CH2:11][CH3:12])[CH2:14][CH2:15][NH:16][C:17]([C:19]1[C:23]([CH3:24])=[C:22]([CH:25]=[C:3]2[C:4]3[C:9](=[CH:8][CH:7]=[CH:6][CH:5]=3)[NH:1][C:2]2=[O:10])[NH:21][C:20]=1[CH3:27])=[O:18])[CH3:29]. The yield is 0.550. (6) The reactants are [F:1][C:2]([F:15])([F:14])[S:3]([O:6]S(C(F)(F)F)(=O)=O)(=[O:5])=[O:4].[N:16]1[C:25]2[CH:24]=[CH:23][CH:22]=[C:21](O)[C:20]=2[N:19]=[CH:18][CH:17]=1. The catalyst is N1C=CC=CC=1. The product is [N:16]1[C:25]2[C:20](=[C:21]([O:6][S:3]([C:2]([F:15])([F:14])[F:1])(=[O:5])=[O:4])[CH:22]=[CH:23][CH:24]=2)[N:19]=[CH:18][CH:17]=1. The yield is 0.850. (7) The reactants are O[C:2]1[C:3]([C:11]([O:13][CH2:14][CH3:15])=[O:12])=[N:4][N:5]([CH3:10])[C:6](=[O:9])[C:7]=1[CH3:8].O=P(Cl)(Cl)[Cl:18]. No catalyst specified. The product is [Cl:18][C:2]1[C:3]([C:11]([O:13][CH2:14][CH3:15])=[O:12])=[N:4][N:5]([CH3:10])[C:6](=[O:9])[C:7]=1[CH3:8]. The yield is 0.860.